This data is from Catalyst prediction with 721,799 reactions and 888 catalyst types from USPTO. The task is: Predict which catalyst facilitates the given reaction. (1) Reactant: [C:1]([N:4]1[C@@H:10]([CH3:11])[C@H:9]([NH:12][C:13](=[O:25])[C@@H:14]([N:16]([CH3:24])[C:17](=[O:23])[O:18][C:19]([CH3:22])([CH3:21])[CH3:20])[CH3:15])[C:8](=[O:26])[NH:7][C:6]2[CH:27]=[CH:28][C:29]([C:31]#[N:32])=[CH:30][C:5]1=2)(=[O:3])[CH3:2].Cl[CH2:34][C:35]1[C:44]2[C:39](=[CH:40][CH:41]=[CH:42][CH:43]=2)[CH:38]=[CH:37][C:36]=1[CH3:45].C(=O)([O-])[O-].[Cs+].[Cs+].[I-].[Na+]. Product: [C:1]([N:4]1[C@@H:10]([CH3:11])[C@H:9]([NH:12][C:13](=[O:25])[C@@H:14]([N:16]([CH3:24])[C:17](=[O:23])[O:18][C:19]([CH3:21])([CH3:20])[CH3:22])[CH3:15])[C:8](=[O:26])[N:7]([CH2:34][C:35]2[C:44]3[C:39](=[CH:40][CH:41]=[CH:42][CH:43]=3)[CH:38]=[CH:37][C:36]=2[CH3:45])[C:6]2[CH:27]=[CH:28][C:29]([C:31]#[N:32])=[CH:30][C:5]1=2)(=[O:3])[CH3:2]. The catalyst class is: 31. (2) Reactant: [CH3:1][C:2]1[CH:23]=[CH:22][CH:21]=[C:20]([CH3:24])[C:3]=1[CH2:4][O:5][C:6]1[CH:7]=[C:8]([C:12](=[O:19])[CH2:13][C:14]([O:16][CH2:17][CH3:18])=[O:15])[CH:9]=[CH:10][CH:11]=1.CC(C)([O-])C.[K+].Br[CH2:32][CH2:33][C:34]([O:36][CH2:37][CH3:38])=[O:35].Cl. Product: [CH3:24][C:20]1[CH:21]=[CH:22][CH:23]=[C:2]([CH3:1])[C:3]=1[CH2:4][O:5][C:6]1[CH:7]=[C:8]([CH:9]=[CH:10][CH:11]=1)[C:12]([CH:13]([CH2:32][CH2:33][C:34]([O:36][CH2:37][CH3:38])=[O:35])[C:14]([O:16][CH2:17][CH3:18])=[O:15])=[O:19]. The catalyst class is: 107. (3) Reactant: Cl[CH2:2][CH2:3][O:4][C:5]1[CH:9]=[C:8]([CH3:10])[N:7]([C:11]2[CH:20]=[CH:19][C:18]3[C:13](=[CH:14][CH:15]=[C:16]([O:21][CH3:22])[CH:17]=3)[CH:12]=2)[N:6]=1.[CH2:23]([CH2:25][NH2:26])[OH:24].[Na+].[I-].O. Product: [CH3:22][O:21][C:16]1[CH:17]=[C:18]2[C:13](=[CH:14][CH:15]=1)[CH:12]=[C:11]([N:7]1[C:8]([CH3:10])=[CH:9][C:5]([O:4][CH2:3][CH2:2][NH:26][CH2:25][CH2:23][OH:24])=[N:6]1)[CH:20]=[CH:19]2. The catalyst class is: 435. (4) Reactant: [CH3:1][O:2][C:3]1[CH:8]=[CH:7][CH:6]=[CH:5][C:4]=1[OH:9].Br[CH:11]([Cl:13])[CH3:12].C(=O)([O-])[O-].[K+].[K+]. The catalyst class is: 131. Product: [Cl:13][CH2:11][CH2:12][O:9][C:4]1[CH:5]=[CH:6][CH:7]=[CH:8][C:3]=1[O:2][CH3:1].